Dataset: Forward reaction prediction with 1.9M reactions from USPTO patents (1976-2016). Task: Predict the product of the given reaction. Given the reactants [C:1]([C:4]1[CH:5]=[CH:6][C:7]([NH:36][C:37](=[O:39])[CH3:38])=[C:8]([C:10]2[CH:15]=[CH:14][C:13]([N:16]3[C:20]4[CH:21]=[CH:22][CH:23]=[CH:24][C:19]=4[N:18]([CH2:25][C:26]4[CH:34]=[CH:33][CH:32]=[C:31]5[C:27]=4[CH:28]=[CH:29][NH:30]5)[C:17]3=[NH:35])=[CH:12][CH:11]=2)[CH:9]=1)(=[O:3])[CH3:2].[BH4-].[Na+], predict the reaction product. The product is: [OH:3][CH:1]([C:4]1[CH:5]=[CH:6][C:7]([NH:36][C:37](=[O:39])[CH3:38])=[C:8]([C:10]2[CH:11]=[CH:12][C:13]([N:16]3[C:20]4[CH:21]=[CH:22][CH:23]=[CH:24][C:19]=4[N:18]([CH2:25][C:26]4[CH:34]=[CH:33][CH:32]=[C:31]5[C:27]=4[CH:28]=[CH:29][NH:30]5)[C:17]3=[NH:35])=[CH:14][CH:15]=2)[CH:9]=1)[CH3:2].